Dataset: Catalyst prediction with 721,799 reactions and 888 catalyst types from USPTO. Task: Predict which catalyst facilitates the given reaction. (1) Reactant: [NH2:1][C:2]1[N:10]=[C:9]2[C:5]([N:6]=[CH:7][N:8]2[C@H:11]2[CH2:15][O:14][C@@H:13]([CH2:16][OH:17])[O:12]2)=[C:4](Cl)[N:3]=1.[CH:19]1([NH2:22])[CH2:21][CH2:20]1. Product: [NH2:1][C:2]1[N:10]=[C:9]2[C:5]([N:6]=[CH:7][N:8]2[C@H:11]2[CH2:15][O:14][C@@H:13]([CH2:16][OH:17])[O:12]2)=[C:4]([NH:22][CH:19]2[CH2:21][CH2:20]2)[N:3]=1. The catalyst class is: 8. (2) Reactant: [C:1]([O:20][C:21]([C:34]1[CH:39]=[CH:38][CH:37]=[CH:36][CH:35]=1)([C:28]1[CH:33]=[CH:32][CH:31]=[CH:30][CH:29]=1)[C:22]1[CH:27]=[CH:26][CH:25]=[CH:24][CH:23]=1)(C1C=CC=CC=1)(C1C=CC=CC=1)C1C=CC=CC=1.[H-].[Na+].Br[CH2:43][CH2:44][CH2:45][CH2:46][CH2:47][CH2:48][CH2:49][CH2:50][CH2:51][CH3:52].[OH2:53].[CH2:54]([O:56][CH2:57][CH3:58])[CH3:55]. Product: [CH2:54]([O:56][CH2:57][CH:58]([O:53][CH2:24][CH2:23][CH2:22][CH2:21][CH2:28][CH2:29][CH2:30][CH2:31][CH2:32][CH3:33])[CH2:1][O:20][C:21]([C:28]1[CH:33]=[CH:32][CH:31]=[CH:30][CH:29]=1)([C:34]1[CH:35]=[CH:36][CH:37]=[CH:38][CH:39]=1)[C:22]1[CH:23]=[CH:24][CH:25]=[CH:26][CH:27]=1)[CH2:55][CH2:43][CH2:44][CH2:45][CH2:46][CH2:47][CH2:48][CH2:49][CH2:50][CH2:51][CH3:52]. The catalyst class is: 7. (3) Product: [C:2]([NH:5][S:18]([C:12]1[CH:17]=[CH:16][CH:15]=[CH:14][CH:13]=1)(=[O:20])=[O:19])([CH3:4])([CH3:3])[CH3:1]. Reactant: [CH3:1][C:2]([NH2:5])([CH3:4])[CH3:3].C([O-])([O-])=O.[K+].[K+].[C:12]1([S:18](Cl)(=[O:20])=[O:19])[CH:17]=[CH:16][CH:15]=[CH:14][CH:13]=1. The catalyst class is: 20. (4) Reactant: [CH2:1]([C:3]1[CH:12]=[C:11]([C:13]2[N:17]=[C:16]([C:18]3[CH:23]=[C:22]([CH3:24])[C:21]([CH2:25][CH:26]([CH3:28])[CH3:27])=[CH:20][N:19]=3)[O:15][N:14]=2)[CH:10]=[C:9]([CH3:29])[C:4]=1[O:5][CH2:6][CH2:7][NH2:8])[CH3:2].CCN=C=NCCCN(C)C.Cl.C1C=CC2N(O)N=NC=2C=1.CCN(C(C)C)C(C)C.[C:61]([N:68]([CH2:70][C:71](O)=[O:72])C)(OC(C)(C)C)=O. Product: [CH2:1]([C:3]1[CH:12]=[C:11]([C:13]2[N:17]=[C:16]([C:18]3[CH:23]=[C:22]([CH3:24])[C:21]([CH2:25][CH:26]([CH3:28])[CH3:27])=[CH:20][N:19]=3)[O:15][N:14]=2)[CH:10]=[C:9]([CH3:29])[C:4]=1[O:5][CH2:6][CH2:7][NH:8][C:71](=[O:72])[CH2:70][NH:68][CH3:61])[CH3:2]. The catalyst class is: 118. (5) Reactant: C(OC(=O)[NH:7][C@H:8]([C:10]1[N:14]([C:15]2[CH:20]=[C:19]([F:21])[CH:18]=[C:17]([F:22])[CH:16]=2)[C:13]2[CH:23]=[C:24]([F:27])[CH:25]=[CH:26][C:12]=2[N:11]=1)[CH3:9])(C)(C)C. Product: [F:22][C:17]1[CH:16]=[C:15]([N:14]2[C:13]3[CH:23]=[C:24]([F:27])[CH:25]=[CH:26][C:12]=3[N:11]=[C:10]2[C@@H:8]([NH2:7])[CH3:9])[CH:20]=[C:19]([F:21])[CH:18]=1. The catalyst class is: 137. (6) Reactant: [CH:1]1([NH:4][C:5](=[O:30])[C:6]2[CH:11]=[C:10]([C:12]3[C:26]([F:27])=[CH:25][C:15]4[C:16]([C:19]5[CH:24]=[CH:23][N:22]=[CH:21][CH:20]=5)=[N:17][O:18][C:14]=4[CH:13]=3)[C:9]([CH3:28])=[C:8]([F:29])[CH:7]=2)[CH2:3][CH2:2]1.C1C=C(Cl)C=C(C(OO)=[O:39])C=1.CCOCC. Product: [CH:1]1([NH:4][C:5](=[O:30])[C:6]2[CH:11]=[C:10]([C:12]3[C:26]([F:27])=[CH:25][C:15]4[C:16]([C:19]5[CH:20]=[CH:21][N+:22]([O-:39])=[CH:23][CH:24]=5)=[N:17][O:18][C:14]=4[CH:13]=3)[C:9]([CH3:28])=[C:8]([F:29])[CH:7]=2)[CH2:2][CH2:3]1. The catalyst class is: 22.